This data is from Full USPTO retrosynthesis dataset with 1.9M reactions from patents (1976-2016). The task is: Predict the reactants needed to synthesize the given product. (1) Given the product [CH2:23]([N:1]1[CH2:2][CH2:3][C:4]2([O:11][C:10]3[C:12]4[C:17]([C:18](=[O:21])[C:19](=[O:20])[C:9]=3[S:8][CH2:7]2)=[CH:16][CH:15]=[CH:14][CH:13]=4)[CH2:5][CH2:6]1)[CH:24]([CH3:26])[CH3:25], predict the reactants needed to synthesize it. The reactants are: [NH:1]1[CH2:6][CH2:5][C:4]2([O:11][C:10]3[C:12]4[C:17]([C:18](=[O:21])[C:19](=[O:20])[C:9]=3[S:8][CH2:7]2)=[CH:16][CH:15]=[CH:14][CH:13]=4)[CH2:3][CH2:2]1.Br[CH2:23][CH:24]([CH3:26])[CH3:25]. (2) The reactants are: C[O:2][C:3]1[C:4]([CH3:11])=[C:5]([CH:8]=[CH:9][CH:10]=1)[C:6]#[N:7].[I-].[NH4+].B(Cl)(Cl)Cl. Given the product [OH:2][C:3]1[C:4]([CH3:11])=[C:5]([CH:8]=[CH:9][CH:10]=1)[C:6]#[N:7], predict the reactants needed to synthesize it. (3) Given the product [ClH:40].[NH2:26][C:24]1[CH:23]=[CH:22][C:20]2[NH:21][C:16]([C:7]3[C:6](=[O:36])[C@@:5]([CH2:4][CH2:3][C:2]([CH3:1])([CH3:38])[CH3:39])([CH3:37])[C:14]4[C:9]([C:8]=3[OH:15])=[CH:10][CH:11]=[CH:12][CH:13]=4)=[N:17][S:18](=[O:35])(=[O:34])[C:19]=2[CH:25]=1, predict the reactants needed to synthesize it. The reactants are: [CH3:1][C:2]([CH3:39])([CH3:38])[CH2:3][CH2:4][C@:5]1([CH3:37])[C:14]2[C:9](=[CH:10][CH:11]=[CH:12][CH:13]=2)[C:8]([OH:15])=[C:7]([C:16]2[NH:21][C:20]3[CH:22]=[CH:23][C:24]([NH:26]C(=O)OC(C)(C)C)=[CH:25][C:19]=3[S:18](=[O:35])(=[O:34])[N:17]=2)[C:6]1=[O:36].[ClH:40]. (4) Given the product [N:4]1[C:5]2[C:10](=[CH:9][CH:8]=[C:7]3[CH:13]=[CH:14][CH:15]=[CH:16][C:6]3=2)[CH:11]=[CH:12][C:3]=1[CH:2]=[O:20], predict the reactants needed to synthesize it. The reactants are: Br[CH:2](Br)[C:3]1[CH:12]=[CH:11][C:10]2[C:5](=[C:6]3[CH:16]=[CH:15][CH:14]=[CH:13][C:7]3=[CH:8][CH:9]=2)[N:4]=1.CC[OH:20].